From a dataset of NCI-60 drug combinations with 297,098 pairs across 59 cell lines. Regression. Given two drug SMILES strings and cell line genomic features, predict the synergy score measuring deviation from expected non-interaction effect. Drug 1: C1=C(C(=O)NC(=O)N1)N(CCCl)CCCl. Drug 2: CC(C1=C(C=CC(=C1Cl)F)Cl)OC2=C(N=CC(=C2)C3=CN(N=C3)C4CCNCC4)N. Cell line: SW-620. Synergy scores: CSS=18.1, Synergy_ZIP=-8.50, Synergy_Bliss=-4.81, Synergy_Loewe=-6.60, Synergy_HSA=-4.42.